Predict the reactants needed to synthesize the given product. From a dataset of Full USPTO retrosynthesis dataset with 1.9M reactions from patents (1976-2016). Given the product [CH3:21][C:18]1[O:17][C:16]([CH2:15][NH:14][C:4]2[N:3]=[C:2]([NH:34][C:30]3[CH:31]=[CH:32][CH:33]=[C:28]([N:22]4[CH2:27][CH2:26][O:25][CH2:24][CH2:23]4)[CH:29]=3)[N:7]=[C:6]([O:8][CH2:9][C:10]([F:13])([F:12])[F:11])[N:5]=2)=[CH:20][CH:19]=1, predict the reactants needed to synthesize it. The reactants are: Cl[C:2]1[N:7]=[C:6]([O:8][CH2:9][C:10]([F:13])([F:12])[F:11])[N:5]=[C:4]([NH:14][CH2:15][C:16]2[O:17][C:18]([CH3:21])=[CH:19][CH:20]=2)[N:3]=1.[N:22]1([C:28]2[CH:29]=[C:30]([NH2:34])[CH:31]=[CH:32][CH:33]=2)[CH2:27][CH2:26][O:25][CH2:24][CH2:23]1.C([O-])([O-])=O.[K+].[K+].CS(C)=O.